From a dataset of Full USPTO retrosynthesis dataset with 1.9M reactions from patents (1976-2016). Predict the reactants needed to synthesize the given product. (1) Given the product [O:11]1[CH2:12][CH2:13][O:14][CH:10]1[C:8]1[CH:7]=[C:4]([CH:3]=[C:2]([C:17]#[C:16][CH2:15][OH:18])[CH:9]=1)[C:5]#[N:6], predict the reactants needed to synthesize it. The reactants are: Br[C:2]1[CH:3]=[C:4]([CH:7]=[C:8]([CH:10]2[O:14][CH2:13][CH2:12][O:11]2)[CH:9]=1)[C:5]#[N:6].[CH2:15]([OH:18])[C:16]#[CH:17].N1CCCC1. (2) Given the product [N:4]1[CH:5]=[CH:6][CH:7]=[CH:2][C:3]=1[C@H:8]([C:22]1[CH:23]=[CH:24][C:25]([C:28]([F:31])([F:29])[F:30])=[CH:26][CH:27]=1)[NH:9][C:10]([C:12]1[CH:21]=[C:20]2[C:15]([CH2:16][CH2:17][CH2:18][NH:19]2)=[CH:14][CH:13]=1)=[O:11], predict the reactants needed to synthesize it. The reactants are: Br[C:2]1[C:3]([C@H:8]([C:22]2[CH:27]=[CH:26][C:25]([C:28]([F:31])([F:30])[F:29])=[CH:24][CH:23]=2)[NH:9][C:10]([C:12]2[CH:21]=[C:20]3[C:15]([CH:16]=[CH:17][CH:18]=[N:19]3)=[CH:14][CH:13]=2)=[O:11])=[N:4][CH:5]=[CH:6][CH:7]=1. (3) Given the product [Br:1][C:2]1[CH:3]=[CH:4][C:5]([CH2:19][CH3:20])=[C:6]([CH:8]2[C:10](=[O:9])[CH:11]([CH3:18])[O:12][C:13]([CH3:17])([CH3:16])[C:14]2=[O:15])[CH:7]=1, predict the reactants needed to synthesize it. The reactants are: [Br:1][C:2]1[CH:3]=[CH:4][C:5]([CH2:19][CH3:20])=[C:6]([CH:8]2[C:10]3([C:14](=[O:15])[C:13]([CH3:17])([CH3:16])[O:12][CH:11]3[CH3:18])[O:9]2)[CH:7]=1. (4) Given the product [NH:16]1[C:15]([C:12]2[CH:13]=[CH:14][C:9]([CH2:8][C@@H:7]([C:5]([OH:78])=[O:72])[NH2:20])=[CH:10][CH:11]=2)=[N:19][N:18]=[N:17]1, predict the reactants needed to synthesize it. The reactants are: NC1SC=[C:5]([C@@H:7]([NH:20]C(C2C=CC3N(C4CCCCC4)C(C4C=COC=4)=NC=3C=2)=O)[CH2:8][C:9]2[CH:14]=[CH:13][C:12]([C:15]3[N:16]=[N:17][NH:18][N:19]=3)=[CH:11][CH:10]=2)N=1.CCN(C(C)C)C(C)C.C1(C(C2C=CC=CC=2)(C2C=CC=CC=2)Cl)C=CC=CC=1.[OH-:72].[Na+].Cl.C1C[O:78]CC1. (5) Given the product [OH:25][C:22]([C:19]1[CH:20]=[CH:21][C:16]([NH:1][C:2]2[C:6]([C:7]#[N:8])=[CH:5][N:4]([C:9]3[CH:10]=[CH:11][CH:12]=[CH:13][CH:14]=3)[N:3]=2)=[CH:17][CH:18]=1)([CH3:24])[CH3:23], predict the reactants needed to synthesize it. The reactants are: [NH2:1][C:2]1[C:6]([C:7]#[N:8])=[CH:5][N:4]([C:9]2[CH:14]=[CH:13][CH:12]=[CH:11][CH:10]=2)[N:3]=1.I[C:16]1[CH:21]=[CH:20][C:19]([C:22]([OH:25])([CH3:24])[CH3:23])=[CH:18][CH:17]=1. (6) Given the product [C:1]1([C:7]2[O:11][N:10]=[C:9]([C:12]([C:14]3[CH:19]=[C:18]([O:20][CH3:21])[C:17]([O:22][CH3:23])=[C:16]([O:24][CH3:25])[CH:15]=3)=[O:13])[CH:8]=2)[CH:6]=[CH:5][CH:4]=[CH:3][CH:2]=1, predict the reactants needed to synthesize it. The reactants are: [C:1]1([C:7]2[O:11][N:10]=[C:9]([CH:12]([C:14]3[CH:19]=[C:18]([O:20][CH3:21])[C:17]([O:22][CH3:23])=[C:16]([O:24][CH3:25])[CH:15]=3)[OH:13])[CH:8]=2)[CH:6]=[CH:5][CH:4]=[CH:3][CH:2]=1.CC(OI1(OC(C)=O)(OC(C)=O)OC(=O)C2C=CC=CC1=2)=O. (7) Given the product [CH2:1]([C:5]1[CH:6]=[CH:7][C:8]([C:11]#[C:12][C:13]2[CH:40]=[CH:39][C:16]([CH2:17][N:18]([CH2:26][C:27]3[CH:38]=[CH:37][C:30]([O:31][CH2:32][C:33]([OH:35])=[O:34])=[CH:29][CH:28]=3)[C:19](=[O:25])[CH2:20][CH2:21][CH2:22][CH2:23][CH3:24])=[CH:15][CH:14]=2)=[CH:9][CH:10]=1)[CH2:2][CH2:3][CH3:4], predict the reactants needed to synthesize it. The reactants are: [CH2:1]([C:5]1[CH:10]=[CH:9][C:8]([C:11]#[C:12][C:13]2[CH:40]=[CH:39][C:16]([CH2:17][N:18]([CH2:26][C:27]3[CH:38]=[CH:37][C:30]([O:31][CH2:32][C:33]([O:35]C)=[O:34])=[CH:29][CH:28]=3)[C:19](=[O:25])[CH2:20][CH2:21][CH2:22][CH2:23][CH3:24])=[CH:15][CH:14]=2)=[CH:7][CH:6]=1)[CH2:2][CH2:3][CH3:4].[OH-].[Na+].